Dataset: Full USPTO retrosynthesis dataset with 1.9M reactions from patents (1976-2016). Task: Predict the reactants needed to synthesize the given product. (1) Given the product [O:25]1[C:29]2[CH:30]=[CH:31][CH:32]=[CH:33][C:28]=2[CH:27]=[C:26]1[C:2]1[CH:23]=[CH:22][C:5]([C:6]([NH:8][S:9]([C:12]2[CH:17]=[CH:16][CH:15]=[CH:14][C:13]=2[S:18](=[O:21])(=[O:20])[NH2:19])(=[O:11])=[O:10])=[O:7])=[CH:4][C:3]=1[F:24], predict the reactants needed to synthesize it. The reactants are: Br[C:2]1[CH:23]=[CH:22][C:5]([C:6]([NH:8][S:9]([C:12]2[CH:17]=[CH:16][CH:15]=[CH:14][C:13]=2[S:18](=[O:21])(=[O:20])[NH2:19])(=[O:11])=[O:10])=[O:7])=[CH:4][C:3]=1[F:24].[O:25]1[C:29]2[CH:30]=[CH:31][CH:32]=[CH:33][C:28]=2[CH:27]=[C:26]1B(O)O.C(=O)([O-])[O-].[Na+].[Na+]. (2) Given the product [CH2:3]1[C:12]2[C:7](=[CH:8][CH:9]=[N:10][CH:11]=2)[CH2:6][CH2:5][N:4]1[C:13]1[CH:19]=[CH:18][C:16]([NH:17][C:36]([NH:35][C:31]2[CH:32]=[CH:33][CH:34]=[C:29]([CH3:38])[CH:30]=2)=[O:37])=[CH:15][CH:14]=1, predict the reactants needed to synthesize it. The reactants are: Cl.Cl.[CH2:3]1[C:12]2[C:7](=[CH:8][CH:9]=[N:10][CH:11]=2)[CH2:6][CH2:5][N:4]1[C:13]1[CH:19]=[CH:18][C:16]([NH2:17])=[CH:15][CH:14]=1.C(N(CC)C(C)C)(C)C.[C:29]1([CH3:38])[CH:34]=[CH:33][CH:32]=[C:31]([N:35]=[C:36]=[O:37])[CH:30]=1. (3) Given the product [Cl:19][C:18]1[C:17]([NH:11][CH:8]2[CH2:10][CH2:9]2)=[N:16][C:15]([NH:20][C:21]2[CH:26]=[CH:25][CH:24]=[CH:23][CH:22]=2)=[N:14][CH:13]=1, predict the reactants needed to synthesize it. The reactants are: C(N(CC)CC)C.[CH:8]1([NH2:11])[CH2:10][CH2:9]1.Cl[C:13]1[C:18]([Cl:19])=[CH:17][N:16]=[C:15]([NH:20][C:21]2[CH:26]=[CH:25][CH:24]=[CH:23][CH:22]=2)[N:14]=1.O. (4) Given the product [F:1][C:2]1[CH:3]=[CH:4][C:5]([N:8]2[C:16]3[C:11](=[CH:12][C:13]([O:46][C@H:10]([C:11]4[CH:16]=[CH:15][CH:14]=[CH:13][CH:12]=4)[C@@H:33]([NH:30][S:41]([C:40]4[C:36]([CH3:35])=[N:37][O:38][C:39]=4[CH3:45])(=[O:43])=[O:42])[CH3:34])=[CH:14][CH:15]=3)[CH:10]=[N:9]2)=[CH:6][CH:7]=1, predict the reactants needed to synthesize it. The reactants are: [F:1][C:2]1[CH:7]=[CH:6][C:5]([N:8]2[C:16]3[C:11](=[CH:12][CH:13]=[CH:14][CH:15]=3)[C:10](O[C@H](C3C=CC=CC=3)[C@@H](N)C)=[N:9]2)=[CH:4][CH:3]=1.C([N:30]([CH2:33][CH3:34])CC)C.[CH3:35][C:36]1[C:40]([S:41](Cl)(=[O:43])=[O:42])=[C:39]([CH3:45])[O:38][N:37]=1.[OH2:46]. (5) Given the product [CH3:1][S:2][C:3]1[CH:4]=[C:5]([CH:9]2[CH2:14][CH2:13][N:12]([CH2:15][CH2:16][CH3:17])[CH2:11][CH2:10]2)[CH:6]=[CH:7][CH:8]=1, predict the reactants needed to synthesize it. The reactants are: [CH3:1][S:2][C:3]1[CH:4]=[C:5]([C:9]2[CH2:10][CH2:11][N:12]([CH2:15][CH2:16][CH3:17])[CH2:13][CH:14]=2)[CH:6]=[CH:7][CH:8]=1.Cl.